Dataset: Forward reaction prediction with 1.9M reactions from USPTO patents (1976-2016). Task: Predict the product of the given reaction. (1) Given the reactants [CH2:1]([O:8][C:9]([N:11]([CH2:13][C:14]1[CH:19]=[C:18]([N+:20]([O-:22])=[O:21])[CH:17]=[CH:16][C:15]=1[CH:23](C(OCC)=O)[C:24]([O:26][CH2:27][CH3:28])=[O:25])[CH3:12])=[O:10])[C:2]1[CH:7]=[CH:6][CH:5]=[CH:4][CH:3]=1.[Cl-].[Li+].O, predict the reaction product. The product is: [CH2:1]([O:8][C:9]([N:11]([CH2:13][C:14]1[CH:19]=[C:18]([N+:20]([O-:22])=[O:21])[CH:17]=[CH:16][C:15]=1[CH2:23][C:24]([O:26][CH2:27][CH3:28])=[O:25])[CH3:12])=[O:10])[C:2]1[CH:3]=[CH:4][CH:5]=[CH:6][CH:7]=1. (2) Given the reactants [NH2:1][C:2]1[CH:32]=[CH:31][C:5]([C:6]([N:8]2[CH2:13][CH2:12][N:11]([CH2:14][C:15]3[CH:16]=[C:17]([CH:28]=[CH:29][CH:30]=3)[C:18]([NH:20][C:21]([CH3:27])([CH3:26])[C:22]([F:25])([F:24])[F:23])=[O:19])[CH2:10][CH2:9]2)=[O:7])=[CH:4][CH:3]=1.C1C([N+]([O-])=O)=CC=C([Cl-][C:43]([O-])=[O:44])C=1.[CH2:46]([NH2:51])[C:47]([CH3:50])([CH3:49])[CH3:48], predict the reaction product. The product is: [CH2:46]([NH:51][C:43](=[O:44])[NH:1][C:2]1[CH:32]=[CH:31][C:5]([C:6]([N:8]2[CH2:13][CH2:12][N:11]([CH2:14][C:15]3[CH:16]=[C:17]([CH:28]=[CH:29][CH:30]=3)[C:18]([NH:20][C:21]([CH3:27])([CH3:26])[C:22]([F:24])([F:25])[F:23])=[O:19])[CH2:10][CH2:9]2)=[O:7])=[CH:4][CH:3]=1)[C:47]([CH3:50])([CH3:49])[CH3:48]. (3) Given the reactants [F:1][C:2]1[CH:11]=[CH:10][C:9]2[NH:8][CH:7]=[C:6]3[C:12](=[O:21])[N:13]([C:15]4[CH:20]=[CH:19][CH:18]=[CH:17][CH:16]=4)[N:14]=[C:5]3[C:4]=2[CH:3]=1.[CH3:22][O:23]C1C=CC(NN)=CC=1, predict the reaction product. The product is: [F:1][C:2]1[CH:11]=[CH:10][C:9]2[NH:8][CH:7]=[C:6]3[C:12](=[O:21])[N:13]([C:15]4[CH:20]=[CH:19][C:18]([O:23][CH3:22])=[CH:17][CH:16]=4)[N:14]=[C:5]3[C:4]=2[CH:3]=1. (4) Given the reactants [H-].[Na+].[O:3]1[C:7]2[CH:8]=[CH:9][C:10]([C:12]3[CH:17]=[CH:16][N:15]=[C:14]([NH:18][CH2:19][CH2:20][CH2:21][O:22][C:23]4[CH:24]=[C:25]5[C:29](=[CH:30][CH:31]=4)[C@H:28]([CH2:32][C:33]([O:35][CH2:36][CH3:37])=[O:34])[CH2:27][CH2:26]5)[N:13]=3)=[CH:11][C:6]=2[O:5][CH2:4]1.I[CH3:39].[Cl-].[NH4+], predict the reaction product. The product is: [O:3]1[C:7]2[CH:8]=[CH:9][C:10]([C:12]3[CH:17]=[CH:16][N:15]=[C:14]([N:18]([CH3:39])[CH2:19][CH2:20][CH2:21][O:22][C:23]4[CH:24]=[C:25]5[C:29](=[CH:30][CH:31]=4)[C@H:28]([CH2:32][C:33]([O:35][CH2:36][CH3:37])=[O:34])[CH2:27][CH2:26]5)[N:13]=3)=[CH:11][C:6]=2[O:5][CH2:4]1.